Regression. Given two drug SMILES strings and cell line genomic features, predict the synergy score measuring deviation from expected non-interaction effect. From a dataset of NCI-60 drug combinations with 297,098 pairs across 59 cell lines. (1) Drug 1: C1=NNC2=C1C(=O)NC=N2. Drug 2: CC1=C(C(=O)C2=C(C1=O)N3CC4C(C3(C2COC(=O)N)OC)N4)N. Cell line: PC-3. Synergy scores: CSS=9.53, Synergy_ZIP=1.83, Synergy_Bliss=-0.110, Synergy_Loewe=-10.1, Synergy_HSA=-0.816. (2) Drug 1: CC(C)NC(=O)C1=CC=C(C=C1)CNNC.Cl. Drug 2: C(CCl)NC(=O)N(CCCl)N=O. Cell line: NCI-H226. Synergy scores: CSS=4.35, Synergy_ZIP=-2.54, Synergy_Bliss=-0.359, Synergy_Loewe=-2.28, Synergy_HSA=-1.05. (3) Drug 1: CC1CC2CCC3C(=C)CC(O3)CCC45CC6C(O4)C7C(O6)C(O5)C8C(O7)CCC(O8)CC(=O)CC9C(CC(C1=C)O2)OC(C9OC)CC(CN)O.CS(=O)(=O)O. Drug 2: CC1C(C(CC(O1)OC2CC(CC3=C2C(=C4C(=C3O)C(=O)C5=CC=CC=C5C4=O)O)(C(=O)C)O)N)O. Cell line: HCT116. Synergy scores: CSS=37.7, Synergy_ZIP=-6.09, Synergy_Bliss=-8.07, Synergy_Loewe=-3.25, Synergy_HSA=-1.99. (4) Drug 1: CC1C(C(CC(O1)OC2CC(CC3=C2C(=C4C(=C3O)C(=O)C5=C(C4=O)C(=CC=C5)OC)O)(C(=O)CO)O)N)O.Cl. Drug 2: C(CCl)NC(=O)N(CCCl)N=O. Cell line: LOX IMVI. Synergy scores: CSS=32.5, Synergy_ZIP=0.254, Synergy_Bliss=4.45, Synergy_Loewe=-22.6, Synergy_HSA=4.68. (5) Drug 1: C1=C(C(=O)NC(=O)N1)N(CCCl)CCCl. Drug 2: CCCCCOC(=O)NC1=NC(=O)N(C=C1F)C2C(C(C(O2)C)O)O. Cell line: IGROV1. Synergy scores: CSS=20.4, Synergy_ZIP=-2.98, Synergy_Bliss=-6.39, Synergy_Loewe=-19.6, Synergy_HSA=-5.84. (6) Drug 1: CCC1(CC2CC(C3=C(CCN(C2)C1)C4=CC=CC=C4N3)(C5=C(C=C6C(=C5)C78CCN9C7C(C=CC9)(C(C(C8N6C=O)(C(=O)OC)O)OC(=O)C)CC)OC)C(=O)OC)O.OS(=O)(=O)O. Drug 2: CN(C(=O)NC(C=O)C(C(C(CO)O)O)O)N=O. Cell line: SK-OV-3. Synergy scores: CSS=-1.62, Synergy_ZIP=-3.53, Synergy_Bliss=-4.07, Synergy_Loewe=-20.4, Synergy_HSA=-5.35. (7) Drug 1: COC1=C2C(=CC3=C1OC=C3)C=CC(=O)O2. Drug 2: COCCOC1=C(C=C2C(=C1)C(=NC=N2)NC3=CC=CC(=C3)C#C)OCCOC.Cl. Cell line: NCI-H522. Synergy scores: CSS=19.7, Synergy_ZIP=-7.69, Synergy_Bliss=-4.02, Synergy_Loewe=-17.5, Synergy_HSA=-4.87. (8) Drug 1: CCC1=CC2CC(C3=C(CN(C2)C1)C4=CC=CC=C4N3)(C5=C(C=C6C(=C5)C78CCN9C7C(C=CC9)(C(C(C8N6C)(C(=O)OC)O)OC(=O)C)CC)OC)C(=O)OC.C(C(C(=O)O)O)(C(=O)O)O. Drug 2: CS(=O)(=O)CCNCC1=CC=C(O1)C2=CC3=C(C=C2)N=CN=C3NC4=CC(=C(C=C4)OCC5=CC(=CC=C5)F)Cl. Cell line: ACHN. Synergy scores: CSS=31.0, Synergy_ZIP=3.45, Synergy_Bliss=6.10, Synergy_Loewe=1.03, Synergy_HSA=7.61.